Dataset: Full USPTO retrosynthesis dataset with 1.9M reactions from patents (1976-2016). Task: Predict the reactants needed to synthesize the given product. (1) Given the product [F:11][C:12]([F:21])([F:22])[C:13]1[CH:20]=[CH:19][C:16]([CH2:17][S:10][C:7]2[CH:8]=[CH:9][C:4]([NH2:3])=[CH:5][CH:6]=2)=[CH:15][CH:14]=1, predict the reactants needed to synthesize it. The reactants are: [H-].[Na+].[NH2:3][C:4]1[CH:9]=[CH:8][C:7]([SH:10])=[CH:6][CH:5]=1.[F:11][C:12]([F:22])([F:21])[C:13]1[CH:20]=[CH:19][C:16]([CH2:17]Cl)=[CH:15][CH:14]=1.O. (2) The reactants are: [Si:1]([O:8][C:9]1[CH:14]=[CH:13][CH:12]=[CH:11][C:10]=1[CH2:15]O)([C:4]([CH3:7])([CH3:6])[CH3:5])([CH3:3])[CH3:2].C(Br)(Br)(Br)[Br:18].C1(P(C2C=CC=CC=2)C2C=CC=CC=2)C=CC=CC=1. Given the product [Br:18][CH2:15][C:10]1[CH:11]=[CH:12][CH:13]=[CH:14][C:9]=1[O:8][Si:1]([C:4]([CH3:7])([CH3:6])[CH3:5])([CH3:3])[CH3:2], predict the reactants needed to synthesize it. (3) Given the product [CH3:30][O:26][C:25]([C:18]1([CH2:20][Br:24])[CH2:19][CH2:14]1)=[O:28], predict the reactants needed to synthesize it. The reactants are: C1(P([C:14]2[CH:19]=[CH:18]C=CC=2)C2C=CC=CC=2)C=CC=CC=1.[C:20]([Br:24])(Br)(Br)Br.[C:25](=[O:28])([O-])[OH:26].[Na+].[CH2:30](Cl)Cl.